From a dataset of Forward reaction prediction with 1.9M reactions from USPTO patents (1976-2016). Predict the product of the given reaction. (1) Given the reactants [NH2:1][C:2]1[C:7]([CH:8]=O)=[CH:6][CH:5]=[C:4]([C:10]([F:13])([F:12])[F:11])[N:3]=1.[F:14][C:15]([F:25])([F:24])[C:16](=O)[CH2:17][C:18]([O:20][CH2:21][CH3:22])=[O:19].N1CCCCC1, predict the reaction product. The product is: [F:14][C:15]([F:24])([F:25])[C:16]1[C:17]([C:18]([O:20][CH2:21][CH3:22])=[O:19])=[CH:8][C:7]2[C:2](=[N:3][C:4]([C:10]([F:13])([F:12])[F:11])=[CH:5][CH:6]=2)[N:1]=1. (2) Given the reactants [C:9](O[C:9]([O:11][C:12]([CH3:15])([CH3:14])[CH3:13])=[O:10])([O:11][C:12]([CH3:15])([CH3:14])[CH3:13])=[O:10].[CH3:16][O:17][C:18]1[C:23]([C:24]2[CH2:25][CH2:26][N:27](C(OCC3C=CC=CC=3)=O)[CH2:28][CH:29]=2)=[CH:22][CH:21]=[CH:20][N:19]=1, predict the reaction product. The product is: [CH3:16][O:17][C:18]1[C:23]([CH:24]2[CH2:25][CH2:26][N:27]([C:9]([O:11][C:12]([CH3:13])([CH3:14])[CH3:15])=[O:10])[CH2:28][CH2:29]2)=[CH:22][CH:21]=[CH:20][N:19]=1. (3) The product is: [C:23]([C:7]1[C:8]2[C:13](=[CH:12][CH:11]=[C:10]([O:16][C:17]3[CH:22]=[CH:21][CH:20]=[CH:19][CH:18]=3)[CH:9]=2)[C:14]([OH:15])=[C:5]([C:3]([NH:25][CH:26]([CH2:31][CH:32]([CH3:34])[CH3:33])[CH2:27][C:28]([OH:30])=[O:29])=[O:4])[N:6]=1)#[N:24]. Given the reactants CO[C:3]([C:5]1[N:6]=[C:7]([C:23]#[N:24])[C:8]2[C:13]([C:14]=1[OH:15])=[CH:12][CH:11]=[C:10]([O:16][C:17]1[CH:22]=[CH:21][CH:20]=[CH:19][CH:18]=1)[CH:9]=2)=[O:4].[NH2:25][CH:26]([CH2:31][CH:32]([CH3:34])[CH3:33])[CH2:27][C:28]([OH:30])=[O:29].C[O-].[Na+].CO.Cl, predict the reaction product. (4) Given the reactants [CH3:1][C:2]([O:5][C:6]([N:8]1[C@H:17]([C:18]([OH:20])=O)[CH2:16][C:15]2[C:10](=[CH:11][CH:12]=[CH:13][CH:14]=2)[CH2:9]1)=[O:7])([CH3:4])[CH3:3].CN(C(F)=[N+](C)C)C.F[P-](F)(F)(F)(F)F.[CH2:36]([NH:43][CH2:44][CH2:45][N:46]([CH3:48])[CH3:47])[C:37]1[CH:42]=[CH:41][CH:40]=[CH:39][CH:38]=1, predict the reaction product. The product is: [C:2]([O:5][C:6]([N:8]1[CH:17]([C:18](=[O:20])[N:43]([CH2:36][C:37]2[CH:42]=[CH:41][CH:40]=[CH:39][CH:38]=2)[CH2:44][CH2:45][N:46]([CH3:48])[CH3:47])[CH2:16][C:15]2[C:10](=[CH:11][CH:12]=[CH:13][CH:14]=2)[CH2:9]1)=[O:7])([CH3:4])([CH3:3])[CH3:1]. (5) Given the reactants [NH2:1][C:2]1[N:7]=[CH:6][C:5]([C:8]2[CH:9]=[CH:10][C:11]3[N:17]4[C:18]([CH3:21])=[N:19][N:20]=[C:16]4[CH:15]([CH3:22])[CH2:14][N:13]([C:23]4[CH:31]=[CH:30][C:26]([C:27]([NH2:29])=[O:28])=[CH:25][CH:24]=4)[C:12]=3[CH:32]=2)=[CH:4][CH:3]=1, predict the reaction product. The product is: [NH2:1][C:2]1[N:7]=[CH:6][C:5]([C:8]2[CH:9]=[CH:10][C:11]3[N:17]4[C:18]([CH3:21])=[N:19][N:20]=[C:16]4[C@H:15]([CH3:22])[CH2:14][N:13]([C:23]4[CH:24]=[CH:25][C:26]([C:27]([NH2:29])=[O:28])=[CH:30][CH:31]=4)[C:12]=3[CH:32]=2)=[CH:4][CH:3]=1.[NH2:1][C:2]1[N:7]=[CH:6][C:5]([C:8]2[CH:9]=[CH:10][C:11]3[N:17]4[C:18]([CH3:21])=[N:19][N:20]=[C:16]4[C@@H:15]([CH3:22])[CH2:14][N:13]([C:23]4[CH:24]=[CH:25][C:26]([C:27]([NH2:29])=[O:28])=[CH:30][CH:31]=4)[C:12]=3[CH:32]=2)=[CH:4][CH:3]=1.